The task is: Predict the reactants needed to synthesize the given product.. This data is from Full USPTO retrosynthesis dataset with 1.9M reactions from patents (1976-2016). (1) Given the product [CH2:42]([C:5]1[CH:4]=[C:3]([OH:44])[C:2]([F:1])=[CH:7][C:6]=1[C:8]1[N:13]=[C:12]([NH:14][CH2:15][C:16]2[CH:21]=[CH:20][CH:19]=[CH:18][C:17]=2[N:22]([CH3:27])[S:23]([CH3:26])(=[O:24])=[O:25])[C:11]2[C:28]([C:39]3[NH:85][C:67]([CH3:68])=[N:63][N:64]=3)=[N:29][NH:30][C:10]=2[CH:9]=1)[CH3:43], predict the reactants needed to synthesize it. The reactants are: [F:1][C:2]1[C:3]([O:44]COCC[Si](C)(C)C)=[CH:4][C:5]([CH2:42][CH3:43])=[C:6]([C:8]2[N:13]=[C:12]([NH:14][CH2:15][C:16]3[CH:21]=[CH:20][CH:19]=[CH:18][C:17]=3[N:22]([CH3:27])[S:23]([CH3:26])(=[O:25])=[O:24])[C:11]3[C:28]([C:39](O)=O)=[N:29][N:30](COCC[Si](C)(C)C)[C:10]=3[CH:9]=2)[CH:7]=1.Cl.NN.F[P-](F)(F)(F)(F)F.[N:63]1(O[P+](N(C)C)(N(C)C)N(C)C)[C:67]2[CH:68]=CC=CC=2N=[N:64]1.CC[N:85](C(C)C)C(C)C.Cl.C(=N)(N)C. (2) Given the product [NH:7]1[C:8]2[C:13](=[CH:12][CH:11]=[CH:10][CH:9]=2)[C:5]([C:3](=[O:4])[CH:2]([C:14]2[CH:19]=[CH:18][CH:17]=[CH:16][CH:15]=2)[NH:27][CH2:26][C:21]2[CH:22]=[CH:23][CH:24]=[CH:25][N:20]=2)=[CH:6]1, predict the reactants needed to synthesize it. The reactants are: Cl[CH:2]([C:14]1[CH:19]=[CH:18][CH:17]=[CH:16][CH:15]=1)[C:3]([C:5]1[C:13]2[C:8](=[CH:9][CH:10]=[CH:11][CH:12]=2)[NH:7][CH:6]=1)=[O:4].[N:20]1[CH:25]=[CH:24][CH:23]=[CH:22][C:21]=1[CH2:26][NH2:27].CCN(C(C)C)C(C)C. (3) Given the product [C:16]([C:18]1[CH:19]=[C:20]([C:30]2[N:35]=[CH:34][N:33]=[C:32]([NH:36][C:37]3[CH:45]=[CH:44][C:40]([C:41]([NH2:43])=[O:42])=[CH:39][CH:38]=3)[N:31]=2)[CH:21]=[CH:22][C:23]=1[O:24][C@@H:25]1[CH2:29][CH2:28][N:27]([C:11](=[O:15])[CH2:12][OH:13])[CH2:26]1)#[N:17], predict the reactants needed to synthesize it. The reactants are: NC1C=CC(C(N)=O)=CC=1.[C:11]([OH:15])(=O)[CH2:12][OH:13].[C:16]([C:18]1[CH:19]=[C:20]([C:30]2[N:35]=[CH:34][N:33]=[C:32]([NH:36][C:37]3[CH:45]=[CH:44][C:40]([C:41]([NH2:43])=[O:42])=[CH:39][CH:38]=3)[N:31]=2)[CH:21]=[CH:22][C:23]=1[O:24][C@@H:25]1[CH2:29][CH2:28][NH:27][CH2:26]1)#[N:17]. (4) Given the product [Cl:15][C:12]1[CH:13]=[C:14]2[C:6]([CH2:5][CH2:4][NH2:1])=[C:7]([Si:16]([CH2:19][CH3:20])([CH2:17][CH3:18])[CH2:21][CH3:22])[NH:8][C:9]2=[N:10][CH:11]=1, predict the reactants needed to synthesize it. The reactants are: [N:1]([CH2:4][CH2:5][C:6]1[C:14]2[C:9](=[N:10][CH:11]=[C:12]([Cl:15])[CH:13]=2)[NH:8][C:7]=1[Si:16]([CH2:21][CH3:22])([CH2:19][CH3:20])[CH2:17][CH3:18])=[N+]=[N-].C1(P(C2C=CC=CC=2)C2C=CC=CC=2)C=CC=CC=1. (5) Given the product [CH3:1][O:2][C:3]1[CH:4]=[C:5]2[C:14](=[CH:15][CH:16]=1)[C:9](=[O:10])[NH:8][CH2:7][CH2:6]2, predict the reactants needed to synthesize it. The reactants are: [CH3:1][O:2][C:3]1[CH:4]=[C:5]([CH:14]=[CH:15][CH:16]=1)[CH2:6][CH2:7][NH:8][C:9](=O)[O:10]CC. (6) Given the product [CH:25]1([C@H:23]([NH:22][C:4]2[N:3]=[C:2]([C:63]#[N:64])[N:10]=[C:9]3[C:5]=2[N:6]([CH2:11][C:12]2[CH:17]=[CH:16][C:15]([C:18]([F:19])([F:21])[F:20])=[CH:14][CH:13]=2)[CH:7]=[N:8]3)[CH3:24])[CH2:28][CH2:27][CH2:26]1, predict the reactants needed to synthesize it. The reactants are: Cl[C:2]1[N:10]=[C:9]2[C:5]([N:6]([CH2:11][C:12]3[CH:17]=[CH:16][C:15]([C:18]([F:21])([F:20])[F:19])=[CH:14][CH:13]=3)[CH:7]=[N:8]2)=[C:4]([NH:22][C@@H:23]([CH:25]2[CH2:28][CH2:27][CH2:26]2)[CH3:24])[N:3]=1.C1(P(C2CCCCC2)C2C=CC=CC=2C2C(C(C)C)=CC(C(C)C)=CC=2C(C)C)CCCCC1.[CH3:63][N:64](C)C(=O)C. (7) Given the product [Br:30][CH2:31][CH2:32][CH2:33][CH2:34][CH2:35][CH2:36][O:29][C:14]1[CH:13]=[C:12]([O:11][CH2:1][CH2:2][CH2:3][CH2:4][CH2:5][CH2:6][CH2:7][CH2:8][CH2:9][CH3:10])[CH:17]=[C:16]([O:18][CH2:19][CH2:20][CH2:21][CH2:22][CH2:23][CH2:24][CH2:25][CH2:26][CH2:27][CH3:28])[CH:15]=1, predict the reactants needed to synthesize it. The reactants are: [CH2:1]([O:11][C:12]1[CH:13]=[C:14]([OH:29])[CH:15]=[C:16]([O:18][CH2:19][CH2:20][CH2:21][CH2:22][CH2:23][CH2:24][CH2:25][CH2:26][CH2:27][CH3:28])[CH:17]=1)[CH2:2][CH2:3][CH2:4][CH2:5][CH2:6][CH2:7][CH2:8][CH2:9][CH3:10].[Br:30][CH2:31][CH2:32][CH2:33][CH2:34][CH2:35][CH2:36]Br.C([O-])([O-])=O.[K+].[K+].